Regression. Given a peptide amino acid sequence and an MHC pseudo amino acid sequence, predict their binding affinity value. This is MHC class II binding data. From a dataset of Peptide-MHC class II binding affinity with 134,281 pairs from IEDB. (1) The peptide sequence is VDGNPTVDIEEAPEM. The MHC is HLA-DQA10601-DQB10402 with pseudo-sequence HLA-DQA10601-DQB10402. The binding affinity (normalized) is 0. (2) The binding affinity (normalized) is 0. The MHC is HLA-DQA10301-DQB10302 with pseudo-sequence HLA-DQA10301-DQB10302. The peptide sequence is FIKVRQYDQILIEICGKKAIGTV. (3) The peptide sequence is ESARIYQILAIYSTVASTLV. The MHC is DRB1_0301 with pseudo-sequence DRB1_0301. The binding affinity (normalized) is 0. (4) The peptide sequence is KVTAKGVSEANTCAA. The MHC is HLA-DPA10201-DPB10501 with pseudo-sequence HLA-DPA10201-DPB10501. The binding affinity (normalized) is 0.110. (5) The peptide sequence is IEKVDAAFKVAATAANAAPA. The MHC is DRB1_0901 with pseudo-sequence DRB1_0901. The binding affinity (normalized) is 0.776. (6) The peptide sequence is GDSYIIVGRGDSRLT. The MHC is DRB1_0404 with pseudo-sequence DRB1_0404. The binding affinity (normalized) is 0.323. (7) The peptide sequence is KYYLRLWAPELAKSQ. The MHC is HLA-DPA10103-DPB10301 with pseudo-sequence HLA-DPA10103-DPB10301. The binding affinity (normalized) is 0.793. (8) The peptide sequence is LQSLWANFYELLADA. The MHC is DRB5_0101 with pseudo-sequence DRB5_0101. The binding affinity (normalized) is 0.475.